This data is from Catalyst prediction with 721,799 reactions and 888 catalyst types from USPTO. The task is: Predict which catalyst facilitates the given reaction. Reactant: [C:1]([C:5]1[N:9]([CH2:10][CH:11]2[CH2:16][CH2:15][C:14]([F:18])([F:17])[CH2:13][CH2:12]2)[C:8]2[CH:19]=[CH:20][C:21]([C:23](O)=[O:24])=[CH:22][C:7]=2[N:6]=1)([CH3:4])([CH3:3])[CH3:2].CCN(C(C)C)C(C)C.CN(C(ON1N=NC2C=CC=NC1=2)=[N+](C)C)C.F[P-](F)(F)(F)(F)F.[NH:59]1[CH2:69][CH2:68][CH2:67][CH:61]([C:62]([O:64][CH2:65][CH3:66])=[O:63])[CH2:60]1. Product: [C:1]([C:5]1[N:9]([CH2:10][CH:11]2[CH2:16][CH2:15][C:14]([F:18])([F:17])[CH2:13][CH2:12]2)[C:8]2[CH:19]=[CH:20][C:21]([C:23]([N:59]3[CH2:69][CH2:68][CH2:67][CH:61]([C:62]([O:64][CH2:65][CH3:66])=[O:63])[CH2:60]3)=[O:24])=[CH:22][C:7]=2[N:6]=1)([CH3:4])([CH3:2])[CH3:3]. The catalyst class is: 3.